This data is from Aqueous solubility values for 9,982 compounds from the AqSolDB database. The task is: Regression/Classification. Given a drug SMILES string, predict its absorption, distribution, metabolism, or excretion properties. Task type varies by dataset: regression for continuous measurements (e.g., permeability, clearance, half-life) or binary classification for categorical outcomes (e.g., BBB penetration, CYP inhibition). For this dataset (solubility_aqsoldb), we predict Y. (1) The compound is Cc1c(C)c(C)c(C)c(C)c1C. The Y is -5.23 log mol/L. (2) The molecule is CCNC(C)C(=O)O. The Y is 0.652 log mol/L. (3) The molecule is [O-2].[O-2].[O-2].[O-2].[O-2].[O-2].[O-2].[O-2].[O-2].[O-2].[O-2].[Pr+3].[Pr+3].[Pr+3].[Pr+3].[Pr+3].[Pr+3]. The Y is -5.91 log mol/L. (4) The drug is CN(C)C(N)=O. The Y is 0.212 log mol/L.